Dataset: Full USPTO retrosynthesis dataset with 1.9M reactions from patents (1976-2016). Task: Predict the reactants needed to synthesize the given product. (1) Given the product [Cl:1][C:2]1[CH:3]=[CH:4][C:5]([CH2:6][C@@H:7]([NH:30][CH:31]2[CH2:32][CH2:33][NH:34][CH2:35][CH2:36]2)[C:8]([N:10]2[CH:11]3[CH2:17][CH2:16][CH:15]2[CH2:14][C:13]([CH:24]2[CH2:25][CH2:26][CH2:27][CH2:28][CH2:29]2)([CH2:18][N:19]2[CH:23]=[N:22][CH:21]=[N:20]2)[CH2:12]3)=[O:9])=[CH:44][CH:45]=1, predict the reactants needed to synthesize it. The reactants are: [Cl:1][C:2]1[CH:45]=[CH:44][C:5]([CH2:6][C@@H:7]([NH:30][CH:31]2[CH2:36][CH2:35][N:34](C(OC(C)(C)C)=O)[CH2:33][CH2:32]2)[C:8]([N:10]2[CH:15]3[CH2:16][CH2:17][CH:11]2[CH2:12][C:13]([CH:24]2[CH2:29][CH2:28][CH2:27][CH2:26][CH2:25]2)([CH2:18][N:19]2[CH:23]=[N:22][CH:21]=[N:20]2)[CH2:14]3)=[O:9])=[CH:4][CH:3]=1. (2) Given the product [Br:1][C:2]1[CH:3]=[C:4]([NH:5][C:13]([CH:10]2[CH2:12][CH2:11]2)=[O:14])[CH:6]=[CH:7][C:8]=1[CH3:9], predict the reactants needed to synthesize it. The reactants are: [Br:1][C:2]1[CH:3]=[C:4]([CH:6]=[CH:7][C:8]=1[CH3:9])[NH2:5].[CH:10]1([C:13](Cl)=[O:14])[CH2:12][CH2:11]1.CN1CCOCC1. (3) Given the product [NH2:13][C:11]1[CH:10]=[CH:9][CH:8]=[C:7]2[C:12]=1[C:4]([CH2:3][C:1]#[N:2])=[CH:5][N:6]2[CH2:16][C:17]([O:19][C:20]([CH3:21])([CH3:22])[CH3:23])=[O:18], predict the reactants needed to synthesize it. The reactants are: [C:1]([CH2:3][C:4]1[C:12]2[C:7](=[CH:8][CH:9]=[CH:10][C:11]=2[N+:13]([O-])=O)[N:6]([CH2:16][C:17]([O:19][C:20]([CH3:23])([CH3:22])[CH3:21])=[O:18])[CH:5]=1)#[N:2]. (4) Given the product [CH3:22][C:23]([O:26][CH2:2][C:3]1[CH:8]=[C:7]([C:9]([OH:11])=[O:10])[CH:6]=[CH:5][C:4]=1[C:13]1[CH:18]=[C:17]([O:19][CH3:20])[CH:16]=[CH:15][C:14]=1[F:21])([CH3:25])[CH3:24], predict the reactants needed to synthesize it. The reactants are: Br[CH2:2][C:3]1[CH:8]=[C:7]([C:9]([O:11]C)=[O:10])[CH:6]=[CH:5][C:4]=1[C:13]1[CH:18]=[C:17]([O:19][CH3:20])[CH:16]=[CH:15][C:14]=1[F:21].[CH3:22][C:23]([O-:26])([CH3:25])[CH3:24].[Na+].Cl.